This data is from Catalyst prediction with 721,799 reactions and 888 catalyst types from USPTO. The task is: Predict which catalyst facilitates the given reaction. (1) The catalyst class is: 160. Reactant: Br[C:2]1[CH:7]=[CH:6][C:5]([N:8]2[CH2:12][CH2:11][C@@H:10]([OH:13])[CH2:9]2)=[CH:4][CH:3]=1.[B:14]1([B:14]2[O:18][C:17]([CH3:20])([CH3:19])[C:16]([CH3:22])([CH3:21])[O:15]2)[O:18][C:17]([CH3:20])([CH3:19])[C:16]([CH3:22])([CH3:21])[O:15]1.C([O-])(=O)C.[K+].C1(P(C2CCCCC2)C2C=CC=CC=2C2C(C(C)C)=CC(C(C)C)=CC=2C(C)C)CCCCC1. Product: [CH3:21][C:16]1([CH3:22])[C:17]([CH3:20])([CH3:19])[O:18][B:14]([C:2]2[CH:7]=[CH:6][C:5]([N:8]3[CH2:12][CH2:11][C@@H:10]([OH:13])[CH2:9]3)=[CH:4][CH:3]=2)[O:15]1. (2) Reactant: [C:1]([C:5]1[CH:10]=[CH:9][CH:8]=[CH:7][N:6]=1)(=O)[CH2:2][CH3:3].[NH:11]([C:13]1[O:14][C:15]2[CH:21]=[CH:20][CH:19]=[CH:18][C:16]=2[N:17]=1)[NH2:12]. Product: [O:14]1[C:15]2[CH:21]=[CH:20][CH:19]=[CH:18][C:16]=2[N:17]=[C:13]1[NH:11][N:12]=[C:1]([C:5]1[CH:10]=[CH:9][CH:8]=[CH:7][N:6]=1)[CH2:2][CH3:3]. The catalyst class is: 130. (3) Reactant: [CH2:1]([O:8][C:9]1[CH:14]=[C:13]([O:15][CH2:16][C:17]2[CH:22]=[CH:21][CH:20]=[CH:19][CH:18]=2)[C:12]([Cl:23])=[CH:11][C:10]=1[C:24]1[O:28][N:27]=[C:26]([C:29]([NH2:31])=O)[C:25]=1[C:32]1[CH:37]=[CH:36][C:35]([F:38])=[CH:34][CH:33]=1)[C:2]1[CH:7]=[CH:6][CH:5]=[CH:4][CH:3]=1. The catalyst class is: 1. Product: [CH2:1]([O:8][C:9]1[CH:14]=[C:13]([O:15][CH2:16][C:17]2[CH:18]=[CH:19][CH:20]=[CH:21][CH:22]=2)[C:12]([Cl:23])=[CH:11][C:10]=1[C:24]1[O:28][N:27]=[C:26]([CH2:29][NH2:31])[C:25]=1[C:32]1[CH:37]=[CH:36][C:35]([F:38])=[CH:34][CH:33]=1)[C:2]1[CH:7]=[CH:6][CH:5]=[CH:4][CH:3]=1. (4) Reactant: [CH3:1][C:2]1[N:7]=[C:6]2[S:8][C:9]3[CH2:14][CH2:13][CH2:12][CH2:11][C:10]=3[C:5]2=[C:4]([C:15]2[CH:16]=[N:17][N:18]([CH3:20])[CH:19]=2)[C:3]=1[CH:21]([O:26][C:27]([CH3:30])([CH3:29])[CH3:28])[C:22]([O:24]C)=[O:23].[OH-].[Na+]. Product: [CH3:1][C:2]1[N:7]=[C:6]2[S:8][C:9]3[CH2:14][CH2:13][CH2:12][CH2:11][C:10]=3[C:5]2=[C:4]([C:15]2[CH:16]=[N:17][N:18]([CH3:20])[CH:19]=2)[C:3]=1[CH:21]([O:26][C:27]([CH3:30])([CH3:29])[CH3:28])[C:22]([OH:24])=[O:23]. The catalyst class is: 5. (5) Reactant: [NH2:1][C:2]1[C:3]2[C:13](=[O:14])[N:12]([C:15]3[CH:20]=[CH:19][C:18]([C:21]([CH3:25])([CH3:24])[CH2:22][OH:23])=[CH:17][CH:16]=3)[CH2:11][CH2:10][C:4]=2[N:5]=[C:6]([O:8][CH3:9])[N:7]=1.CC(OI1(OC(C)=O)(OC(C)=O)OC(=O)C2C=CC=CC1=2)=O. Product: [NH2:1][C:2]1[C:3]2[C:13](=[O:14])[N:12]([C:15]3[CH:20]=[CH:19][C:18]([C:21]([CH3:25])([CH3:24])[CH:22]=[O:23])=[CH:17][CH:16]=3)[CH2:11][CH2:10][C:4]=2[N:5]=[C:6]([O:8][CH3:9])[N:7]=1. The catalyst class is: 4. (6) Reactant: [NH2:1][C:2]1[O:6][CH:5]([C:7]2[CH:12]=[CH:11][C:10]([Cl:13])=[CH:9][C:8]=2[Cl:14])[C:4](=[O:15])[C:3]=1[OH:16].C(N(CC)CC)C.[C:24]1([CH2:30][S:31](Cl)(=[O:33])=[O:32])[CH:29]=[CH:28][CH:27]=[CH:26][CH:25]=1.[Cl-].[NH4+]. Product: [Cl:14][C:8]1[CH:9]=[C:10]([Cl:13])[CH:11]=[CH:12][C:7]=1[CH:5]1[C:4](=[O:15])[C:3]([O:16][S:31]([CH2:30][C:24]2[CH:29]=[CH:28][CH:27]=[CH:26][CH:25]=2)(=[O:33])=[O:32])=[C:2]([NH2:1])[O:6]1. The catalyst class is: 1.